Dataset: Aqueous solubility values for 9,982 compounds from the AqSolDB database. Task: Regression/Classification. Given a drug SMILES string, predict its absorption, distribution, metabolism, or excretion properties. Task type varies by dataset: regression for continuous measurements (e.g., permeability, clearance, half-life) or binary classification for categorical outcomes (e.g., BBB penetration, CYP inhibition). For this dataset (solubility_aqsoldb), we predict Y. (1) The drug is CCN(/N=C/c1ccc([N+](=O)[O-])o1)C(N)=O. The Y is -2.94 log mol/L. (2) The molecule is CCCCNc1cc(C(=O)O)cc(S(N)(=O)=O)c1Oc1ccccc1. The Y is -3.56 log mol/L.